Dataset: Peptide-MHC class II binding affinity with 134,281 pairs from IEDB. Task: Regression. Given a peptide amino acid sequence and an MHC pseudo amino acid sequence, predict their binding affinity value. This is MHC class II binding data. The peptide sequence is ASSDITAQLSQLISL. The MHC is DRB1_0101 with pseudo-sequence DRB1_0101. The binding affinity (normalized) is 0.615.